This data is from Reaction yield outcomes from USPTO patents with 853,638 reactions. The task is: Predict the reaction yield, written as a fraction of the theoretical maximum amount of product (1.0 means a 100% yield; for example, 0.34 means a 34% yield). The reactants are Cl[CH2:2][C:3]1[N:4]=[C:5]([C:9]2[S:10][CH:11]=[CH:12][CH:13]=2)[O:6][C:7]=1[CH3:8].[OH:14][C:15]1[CH:41]=[CH:40][C:18]([CH2:19][O:20]/[N:21]=[C:22](/[C:34]2[CH:39]=[CH:38][CH:37]=[CH:36][CH:35]=2)\[CH2:23][CH2:24][CH2:25][CH2:26][CH2:27][CH2:28][C:29]([O:31][CH2:32][CH3:33])=[O:30])=[CH:17][CH:16]=1.C(=O)([O-])[O-].[K+].[K+].CN(C)C=O. The catalyst is C(OCC)(=O)C.CCCCCC.O. The product is [CH3:8][C:7]1[O:6][C:5]([C:9]2[S:10][CH:11]=[CH:12][CH:13]=2)=[N:4][C:3]=1[CH2:2][O:14][C:15]1[CH:16]=[CH:17][C:18]([CH2:19][O:20]/[N:21]=[C:22](/[C:34]2[CH:35]=[CH:36][CH:37]=[CH:38][CH:39]=2)\[CH2:23][CH2:24][CH2:25][CH2:26][CH2:27][CH2:28][C:29]([O:31][CH2:32][CH3:33])=[O:30])=[CH:40][CH:41]=1. The yield is 0.950.